Dataset: Forward reaction prediction with 1.9M reactions from USPTO patents (1976-2016). Task: Predict the product of the given reaction. (1) Given the reactants C(OC([N:8]([C@H:10]1[CH2:14][CH2:13][N:12]([S:15]([C:18]2[C:19]3[C:20]([F:29])=[CH:21][N:22]=[C:23]([Cl:28])[C:24]=3[CH:25]=[CH:26][CH:27]=2)(=[O:17])=[O:16])[CH2:11]1)[CH3:9])=O)(C)(C)C.ClC1C2C=CC=C(S(Cl)(=O)=[O:42])C=2C(F)=CN=1.ClC1C2C=CC=C(S(Cl)(=O)=O)C=2C(Br)=CN=1, predict the reaction product. The product is: [OH:42][C:23]1[C:24]2[CH:25]=[CH:26][CH:27]=[C:18]([S:15]([N:12]3[CH2:13][CH2:14][C@H:10]([NH:8][CH3:9])[CH2:11]3)(=[O:17])=[O:16])[C:19]=2[C:20]([F:29])=[CH:21][N:22]=1.[ClH:28]. (2) Given the reactants S=[C:2]1[NH:7][C:6]2[C:8]3[CH:16]=[CH:15][CH:14]=[CH:13][C:9]=3[CH2:10][CH2:11][CH2:12][C:5]=2[C:4](=[O:17])[NH:3]1, predict the reaction product. The product is: [N:7]1[C:6]2[C:8]3[CH:16]=[CH:15][CH:14]=[CH:13][C:9]=3[CH2:10][CH2:11][CH2:12][C:5]=2[C:4](=[O:17])[NH:3][CH:2]=1. (3) Given the reactants [Cl:1][C:2]1[CH:3]=[C:4]([NH:11][C:12]2[CH:17]=[CH:16][C:15]([NH2:18])=[CH:14][CH:13]=2)[C:5]2[N:6]([CH:8]=[CH:9][N:10]=2)[N:7]=1.[F:19][C:20]1[CH:25]=[CH:24][C:23]([N:26]2[CH:31]=[CH:30][CH:29]=[C:28]([C:32](O)=[O:33])[C:27]2=[O:35])=[CH:22][CH:21]=1.CCN=C=NCCCN(C)C.C1C=CC2N(O)N=NC=2C=1, predict the reaction product. The product is: [Cl:1][C:2]1[CH:3]=[C:4]([NH:11][C:12]2[CH:13]=[CH:14][C:15]([NH:18][C:32]([C:28]3[C:27](=[O:35])[N:26]([C:23]4[CH:22]=[CH:21][C:20]([F:19])=[CH:25][CH:24]=4)[CH:31]=[CH:30][CH:29]=3)=[O:33])=[CH:16][CH:17]=2)[C:5]2[N:6]([CH:8]=[CH:9][N:10]=2)[N:7]=1. (4) Given the reactants [CH:1]12[CH2:7][CH:4]([NH:5][CH2:6]1)[CH2:3][N:2]2[C:8]1[N:13]=[CH:12][C:11]([NH:14][C:15]([C:17]2[N:18]=[C:19]([C:26]3[CH:31]=[CH:30][CH:29]=[CH:28][CH:27]=3)[O:20][C:21]=2[C:22]([F:25])([F:24])[F:23])=[O:16])=[CH:10][CH:9]=1.[F:32][C:33]1[CH:38]=[CH:37][CH:36]=[CH:35][C:34]=1[N:39]=[C:40]=[O:41], predict the reaction product. The product is: [F:32][C:33]1[CH:38]=[CH:37][CH:36]=[CH:35][C:34]=1[NH:39][C:40]([N:5]1[CH2:6][CH:1]2[CH2:7][CH:4]1[CH2:3][N:2]2[C:8]1[N:13]=[CH:12][C:11]([NH:14][C:15]([C:17]2[N:18]=[C:19]([C:26]3[CH:31]=[CH:30][CH:29]=[CH:28][CH:27]=3)[O:20][C:21]=2[C:22]([F:25])([F:24])[F:23])=[O:16])=[CH:10][CH:9]=1)=[O:41]. (5) Given the reactants [CH3:1][O:2][C:3]([C:5]1[CH:10]=[CH:9][C:8]([NH:11][CH:12]2[CH2:17][CH2:16][N:15]([C:18]([O:20][C:21]([CH3:24])([CH3:23])[CH3:22])=[O:19])[CH2:14][CH2:13]2)=[C:7]([N+:25]([O-])=O)[CH:6]=1)=[O:4], predict the reaction product. The product is: [NH2:25][C:7]1[CH:6]=[C:5]([C:3]([O:2][CH3:1])=[O:4])[CH:10]=[CH:9][C:8]=1[NH:11][CH:12]1[CH2:13][CH2:14][N:15]([C:18]([O:20][C:21]([CH3:24])([CH3:23])[CH3:22])=[O:19])[CH2:16][CH2:17]1. (6) Given the reactants C([NH:5][C:6]1[C:15]2[CH:14]=[CH:13][CH:12]=[C:11]([C:16]([NH:18][C:19]3[CH:24]=[C:23]([C:25](=[O:37])[NH:26][C:27]4[CH:32]=[CH:31][CH:30]=[C:29]([C:33]([F:36])([F:35])[F:34])[CH:28]=4)[CH:22]=[CH:21][C:20]=3C)=[O:17])[C:10]=2[CH:9]=[CH:8][N:7]=1)(C)(C)C.[N+](C1C=C(C=CC=1)C(O)=O)([O-])=O, predict the reaction product. The product is: [NH2:5][C:6]1[C:15]2[CH:14]=[CH:13][CH:12]=[C:11]([C:16]([NH:18][C:19]3[CH:20]=[CH:21][CH:22]=[C:23]([C:25](=[O:37])[NH:26][C:27]4[CH:32]=[CH:31][CH:30]=[C:29]([C:33]([F:35])([F:34])[F:36])[CH:28]=4)[CH:24]=3)=[O:17])[C:10]=2[CH:9]=[CH:8][N:7]=1. (7) Given the reactants [C:1]([O:5][C:6](=[O:12])NCC(=O)N)([CH3:4])([CH3:3])[CH3:2].[CH2:13](N(CC)CC)C.Cl[C:21]([O:23][CH2:24][C:25]1[CH:30]=[CH:29][CH:28]=[CH:27][CH:26]=1)=[O:22].C([O-])([O-])=O.[Na+].[Na+], predict the reaction product. The product is: [CH2:24]([O:23][C:21](=[O:22])[CH2:13][C:6]([O:5][C:1]([CH3:2])([CH3:3])[CH3:4])=[O:12])[C:25]1[CH:30]=[CH:29][CH:28]=[CH:27][CH:26]=1.